This data is from Forward reaction prediction with 1.9M reactions from USPTO patents (1976-2016). The task is: Predict the product of the given reaction. (1) Given the reactants [CH3:1][C:2]1[CH:11]=[CH:10][C:9]2[N:8]=[CH:7][C:6]3[NH:12][C:13](=[O:26])[N:14]([C:15]4[CH:20]=[CH:19][C:18]([C:21]([CH3:25])([CH3:24])[C:22]#[N:23])=[CH:17][CH:16]=4)[C:5]=3[C:4]=2[CH:3]=1.C(N(CC)CC)C.[F:34][C:35]1[CH:36]=[C:37]([S:41](Cl)(=[O:43])=[O:42])[CH:38]=[CH:39][CH:40]=1.O, predict the reaction product. The product is: [F:34][C:35]1[CH:36]=[C:37]([S:41]([N:12]2[C:6]3[CH:7]=[N:8][C:9]4[CH:10]=[CH:11][C:2]([CH3:1])=[CH:3][C:4]=4[C:5]=3[N:14]([C:15]3[CH:16]=[CH:17][C:18]([C:21]([CH3:24])([CH3:25])[C:22]#[N:23])=[CH:19][CH:20]=3)[C:13]2=[O:26])(=[O:43])=[O:42])[CH:38]=[CH:39][CH:40]=1. (2) Given the reactants [OH-:1].[K+].[CH2:3]([N:5]1[C:9](=[O:10])[N:8]([C:11]2[CH:16]=[CH:15][C:14]([S:17][C:18]3[CH:19]=[C:20]([C:24]4([C:30]#[N:31])[CH2:29][CH2:28][O:27][CH2:26][CH2:25]4)[CH:21]=[CH:22][CH:23]=3)=[CH:13][CH:12]=2)[N:7]=[C:6]1[CH3:32])[CH3:4], predict the reaction product. The product is: [CH2:3]([N:5]1[C:9](=[O:10])[N:8]([C:11]2[CH:16]=[CH:15][C:14]([S:17][C:18]3[CH:19]=[C:20]([C:24]4([C:30]([NH2:31])=[O:1])[CH2:29][CH2:28][O:27][CH2:26][CH2:25]4)[CH:21]=[CH:22][CH:23]=3)=[CH:13][CH:12]=2)[N:7]=[C:6]1[CH3:32])[CH3:4].